From a dataset of Peptide-MHC class II binding affinity with 134,281 pairs from IEDB. Regression. Given a peptide amino acid sequence and an MHC pseudo amino acid sequence, predict their binding affinity value. This is MHC class II binding data. (1) The peptide sequence is DGLVRDANNYEQQEQ. The MHC is DRB1_1501 with pseudo-sequence DRB1_1501. The binding affinity (normalized) is 0.0628. (2) The peptide sequence is SVLLVVALFAVFLGS. The binding affinity (normalized) is 0.223. The MHC is HLA-DPA10301-DPB10402 with pseudo-sequence HLA-DPA10301-DPB10402. (3) The peptide sequence is GRVTLVLLAVVPVAL. The MHC is HLA-DQA10501-DQB10301 with pseudo-sequence HLA-DQA10501-DQB10301. The binding affinity (normalized) is 0.367. (4) The binding affinity (normalized) is 0.0573. The MHC is DRB1_0301 with pseudo-sequence DRB1_0301. The peptide sequence is IKGTAPFETHANRIV. (5) The peptide sequence is WYLEHAKTGETSVPK. The MHC is DRB1_0101 with pseudo-sequence DRB1_0101. The binding affinity (normalized) is 0.399.